From a dataset of Reaction yield outcomes from USPTO patents with 853,638 reactions. Predict the reaction yield, written as a fraction of the theoretical maximum amount of product (1.0 means a 100% yield; for example, 0.34 means a 34% yield). (1) The reactants are Cl[C:2]([O:4][CH2:5][C:6]1[CH:11]=[CH:10][CH:9]=[CH:8][CH:7]=1)=[O:3].[CH3:12][NH:13][CH2:14][CH2:15][OH:16]. The catalyst is C1COCC1.C(=O)([O-])[O-].[Na+].[Na+]. The product is [CH2:5]([O:4][C:2]([N:13]([CH2:14][CH2:15][OH:16])[CH3:12])=[O:3])[C:6]1[CH:11]=[CH:10][CH:9]=[CH:8][CH:7]=1. The yield is 0.970. (2) The reactants are [CH2:1]([O:8][C:9]([N:11]1[CH2:16][CH2:15][CH:14]([C:17]2[NH:18][CH:19]=[C:20]([C:22]3[CH:27]=[CH:26][C:25]([F:28])=[C:24]([C:29]([F:32])([F:31])[F:30])[CH:23]=3)[N:21]=2)[CH2:13][CH2:12]1)=[O:10])[C:2]1[CH:7]=[CH:6][CH:5]=[CH:4][CH:3]=1.[H-].[Na+].[C:35]([O:39][C:40]([N:42]1[CH2:46][CH2:45][CH:44](OS(C)(=O)=O)[CH2:43]1)=[O:41])([CH3:38])([CH3:37])[CH3:36]. The catalyst is CN(C=O)C. The product is [C:35]([O:39][C:40]([N:42]1[CH2:46][CH2:45][CH:44]([N:18]2[CH:19]=[C:20]([C:22]3[CH:27]=[CH:26][C:25]([F:28])=[C:24]([C:29]([F:32])([F:30])[F:31])[CH:23]=3)[N:21]=[C:17]2[CH:14]2[CH2:13][CH2:12][N:11]([C:9]([O:8][CH2:1][C:2]3[CH:7]=[CH:6][CH:5]=[CH:4][CH:3]=3)=[O:10])[CH2:16][CH2:15]2)[CH2:43]1)=[O:41])([CH3:38])([CH3:36])[CH3:37]. The yield is 0.160. (3) The reactants are [Cl:1][C:2]1[CH:7]=[CH:6][C:5]([S:8]([C:11](=[C:14]([NH:17][C:18]2[CH:23]=[C:22]([Cl:24])[CH:21]=[C:20]([Cl:25])[CH:19]=2)SC)[C:12]#[N:13])(=[O:10])=[O:9])=[CH:4][CH:3]=1.[CH:26]1([NH2:30])[CH2:29][CH2:28][CH2:27]1. The catalyst is C(#N)C. The product is [Cl:1][C:2]1[CH:7]=[CH:6][C:5]([S:8]([C:11](=[C:14]([NH:30][CH:26]2[CH2:29][CH2:28][CH2:27]2)[NH:17][C:18]2[CH:23]=[C:22]([Cl:24])[CH:21]=[C:20]([Cl:25])[CH:19]=2)[C:12]#[N:13])(=[O:10])=[O:9])=[CH:4][CH:3]=1. The yield is 0.490. (4) The reactants are [F-].C([N+](CCCC)(CCCC)CCCC)CCC.[Si]([O:26][C@H:27]([C@H:29]([N:36]1[CH:44]=[N:43][C:42]2[C:37]1=[N:38][CH:39]=[N:40][C:41]=2[NH2:45])[CH2:30][CH2:31][CH2:32][CH2:33][CH2:34][CH3:35])[CH3:28])(C(C)(C)C)(C)C.ClCCl.CO. The catalyst is O1CCCC1. The product is [NH2:45][C:41]1[N:40]=[CH:39][N:38]=[C:37]2[C:42]=1[N:43]=[CH:44][N:36]2[C@H:29]([CH2:30][CH2:31][CH2:32][CH2:33][CH2:34][CH3:35])[C@@H:27]([OH:26])[CH3:28]. The yield is 0.910. (5) The reactants are Cl[C:2]1[N:7]=[C:6]([CH3:8])[N:5]=[C:4]([O:9][C:10]2[CH:15]=[CH:14][C:13]([CH2:16][S:17]([N:20]([CH3:28])[C:21](=[O:27])[O:22][C:23]([CH3:26])([CH3:25])[CH3:24])(=[O:19])=[O:18])=[CH:12][CH:11]=2)[CH:3]=1.[CH3:29][N:30](C=O)C. The catalyst is C1C=CC([P]([Pd]([P](C2C=CC=CC=2)(C2C=CC=CC=2)C2C=CC=CC=2)([P](C2C=CC=CC=2)(C2C=CC=CC=2)C2C=CC=CC=2)[P](C2C=CC=CC=2)(C2C=CC=CC=2)C2C=CC=CC=2)(C2C=CC=CC=2)C2C=CC=CC=2)=CC=1.[C-]#N.[Zn+2].[C-]#N. The product is [C:29]([C:2]1[N:7]=[C:6]([CH3:8])[N:5]=[C:4]([O:9][C:10]2[CH:15]=[CH:14][C:13]([CH2:16][S:17]([N:20]([CH3:28])[C:21](=[O:27])[O:22][C:23]([CH3:26])([CH3:25])[CH3:24])(=[O:19])=[O:18])=[CH:12][CH:11]=2)[CH:3]=1)#[N:30]. The yield is 0.809. (6) The reactants are [CH2:1]=[C:2]1[O:6][C:4](=[O:5])[CH2:3]1.[C:7]1([NH:13][C:14]2[CH:19]=[CH:18][C:17]([NH2:20])=[CH:16][CH:15]=2)[CH:12]=[CH:11][CH:10]=[CH:9][CH:8]=1. The catalyst is C(O)(=O)C. The product is [O:6]=[C:2]([CH3:1])[CH2:3][C:4]([NH:20][C:17]1[CH:16]=[CH:15][C:14]([NH:13][C:7]2[CH:12]=[CH:11][CH:10]=[CH:9][CH:8]=2)=[CH:19][CH:18]=1)=[O:5]. The yield is 0.790.